Dataset: Full USPTO retrosynthesis dataset with 1.9M reactions from patents (1976-2016). Task: Predict the reactants needed to synthesize the given product. Given the product [CH2:1]([C:3]1[N:4]=[C:5]([CH3:13])[O:6][C:7]=1[C:8]([N:31]1[C:28]2[CH:29]=[C:30]3[C:25]([CH:24]=[CH:23][N:22]=[C:21]3[N:18]3[CH2:17][CH2:16][N:15]([CH3:14])[CH2:20][CH2:19]3)=[CH:26][C:27]=2[CH2:33][CH2:32]1)=[O:10])[CH3:2], predict the reactants needed to synthesize it. The reactants are: [CH2:1]([C:3]1[N:4]=[C:5]([CH3:13])[O:6][C:7]=1[C:8]([O:10]CC)=O)[CH3:2].[CH3:14][N:15]1[CH2:20][CH2:19][N:18]([C:21]2[C:30]3[C:25](=[CH:26][C:27]4[CH2:33][CH2:32][NH:31][C:28]=4[CH:29]=3)[CH:24]=[CH:23][N:22]=2)[CH2:17][CH2:16]1.C[Al](C)C.